The task is: Regression. Given a peptide amino acid sequence and an MHC pseudo amino acid sequence, predict their binding affinity value. This is MHC class I binding data.. This data is from Peptide-MHC class I binding affinity with 185,985 pairs from IEDB/IMGT. (1) The peptide sequence is DEYGPVFVE. The binding affinity (normalized) is 0.0847. The MHC is HLA-A68:02 with pseudo-sequence HLA-A68:02. (2) The peptide sequence is EHVQGDIDL. The MHC is HLA-A80:01 with pseudo-sequence HLA-A80:01. The binding affinity (normalized) is 0.0847. (3) The peptide sequence is NTYLFNILY. The MHC is HLA-B07:02 with pseudo-sequence HLA-B07:02. The binding affinity (normalized) is 0.0496. (4) The peptide sequence is FLARLIWWL. The MHC is HLA-A02:03 with pseudo-sequence HLA-A02:03. The binding affinity (normalized) is 0.854. (5) The peptide sequence is STDDCFANK. The MHC is HLA-B07:02 with pseudo-sequence HLA-B07:02. The binding affinity (normalized) is 0.0847. (6) The peptide sequence is RGWGNGCGLF. The MHC is HLA-A23:01 with pseudo-sequence HLA-A23:01. The binding affinity (normalized) is 0.372. (7) The peptide sequence is WASGVPAAT. The MHC is HLA-B57:01 with pseudo-sequence HLA-B57:01. The binding affinity (normalized) is 0.0847. (8) The peptide sequence is FSENTWRDEY. The MHC is HLA-A02:03 with pseudo-sequence HLA-A02:03. The binding affinity (normalized) is 0. (9) The peptide sequence is KYRLKHIVW. The MHC is HLA-C06:02 with pseudo-sequence HLA-C06:02. The binding affinity (normalized) is 0.0314. (10) The peptide sequence is GEVGLDLTV. The MHC is HLA-A02:01 with pseudo-sequence HLA-A02:01. The binding affinity (normalized) is 0.0847.